The task is: Regression. Given two drug SMILES strings and cell line genomic features, predict the synergy score measuring deviation from expected non-interaction effect.. This data is from NCI-60 drug combinations with 297,098 pairs across 59 cell lines. (1) Drug 1: CCC1(CC2CC(C3=C(CCN(C2)C1)C4=CC=CC=C4N3)(C5=C(C=C6C(=C5)C78CCN9C7C(C=CC9)(C(C(C8N6C=O)(C(=O)OC)O)OC(=O)C)CC)OC)C(=O)OC)O.OS(=O)(=O)O. Drug 2: C1CN(CCN1C(=O)CCBr)C(=O)CCBr. Cell line: SK-MEL-28. Synergy scores: CSS=15.7, Synergy_ZIP=-3.87, Synergy_Bliss=0.977, Synergy_Loewe=0.751, Synergy_HSA=0.764. (2) Drug 1: C1CNP(=O)(OC1)N(CCCl)CCCl. Drug 2: CC1CCCC2(C(O2)CC(NC(=O)CC(C(C(=O)C(C1O)C)(C)C)O)C(=CC3=CSC(=N3)C)C)C. Cell line: IGROV1. Synergy scores: CSS=30.7, Synergy_ZIP=2.15, Synergy_Bliss=1.53, Synergy_Loewe=-26.5, Synergy_HSA=-1.30. (3) Drug 1: CNC(=O)C1=CC=CC=C1SC2=CC3=C(C=C2)C(=NN3)C=CC4=CC=CC=N4. Drug 2: C1=CN(C(=O)N=C1N)C2C(C(C(O2)CO)O)O.Cl. Cell line: SNB-19. Synergy scores: CSS=29.8, Synergy_ZIP=2.84, Synergy_Bliss=6.24, Synergy_Loewe=-14.3, Synergy_HSA=6.75. (4) Drug 1: C1=NNC2=C1C(=O)NC=N2. Drug 2: CC1C(C(CC(O1)OC2CC(CC3=C2C(=C4C(=C3O)C(=O)C5=C(C4=O)C(=CC=C5)OC)O)(C(=O)CO)O)N)O.Cl. Cell line: LOX IMVI. Synergy scores: CSS=60.3, Synergy_ZIP=0.241, Synergy_Bliss=1.22, Synergy_Loewe=2.67, Synergy_HSA=3.70. (5) Drug 1: C1CCC(C1)C(CC#N)N2C=C(C=N2)C3=C4C=CNC4=NC=N3. Drug 2: N.N.Cl[Pt+2]Cl. Cell line: A498. Synergy scores: CSS=3.40, Synergy_ZIP=0.243, Synergy_Bliss=3.73, Synergy_Loewe=1.05, Synergy_HSA=2.00. (6) Drug 1: C1CCC(C1)C(CC#N)N2C=C(C=N2)C3=C4C=CNC4=NC=N3. Drug 2: CN1C(=O)N2C=NC(=C2N=N1)C(=O)N. Cell line: ACHN. Synergy scores: CSS=-3.59, Synergy_ZIP=0.676, Synergy_Bliss=-1.21, Synergy_Loewe=-6.55, Synergy_HSA=-4.19. (7) Cell line: MDA-MB-435. Drug 1: CC1=C(N=C(N=C1N)C(CC(=O)N)NCC(C(=O)N)N)C(=O)NC(C(C2=CN=CN2)OC3C(C(C(C(O3)CO)O)O)OC4C(C(C(C(O4)CO)O)OC(=O)N)O)C(=O)NC(C)C(C(C)C(=O)NC(C(C)O)C(=O)NCCC5=NC(=CS5)C6=NC(=CS6)C(=O)NCCC[S+](C)C)O. Drug 2: C1=NNC2=C1C(=O)NC=N2. Synergy scores: CSS=-2.52, Synergy_ZIP=0.879, Synergy_Bliss=-1.66, Synergy_Loewe=-2.00, Synergy_HSA=-3.24. (8) Drug 1: COC1=NC(=NC2=C1N=CN2C3C(C(C(O3)CO)O)O)N. Drug 2: CCN(CC)CCNC(=O)C1=C(NC(=C1C)C=C2C3=C(C=CC(=C3)F)NC2=O)C. Cell line: TK-10. Synergy scores: CSS=1.48, Synergy_ZIP=-2.43, Synergy_Bliss=-3.36, Synergy_Loewe=-3.85, Synergy_HSA=-2.57. (9) Drug 1: CC1OCC2C(O1)C(C(C(O2)OC3C4COC(=O)C4C(C5=CC6=C(C=C35)OCO6)C7=CC(=C(C(=C7)OC)O)OC)O)O. Drug 2: CN1C2=C(C=C(C=C2)N(CCCl)CCCl)N=C1CCCC(=O)O.Cl. Cell line: KM12. Synergy scores: CSS=23.0, Synergy_ZIP=-7.80, Synergy_Bliss=-0.219, Synergy_Loewe=6.39, Synergy_HSA=6.63.